Dataset: Choline transporter screen with 302,306 compounds. Task: Binary Classification. Given a drug SMILES string, predict its activity (active/inactive) in a high-throughput screening assay against a specified biological target. (1) The result is 0 (inactive). The drug is S(C(c1ccccc1)C(=O)Nc1ccc(F)cc1)c1n(C)cnn1. (2) The compound is s1c(NC(=O)c2noc(c3cc(O)ccc3)c2)c(c(c1C(=O)C)C)C(OCC)=O. The result is 0 (inactive). (3) The drug is O1CCN(C(=O)N2CCN(CC2)c2c(cc(cc2)C)C)CC1. The result is 0 (inactive). (4) The compound is s1n(c(=O)c2c1cccc2)c1ccccc1. The result is 0 (inactive). (5) The compound is Clc1cc(N2CCN(CC2)C(=O)c2n(cc(S(=O)(=O)N3CCCC3)c2)C)ccc1. The result is 0 (inactive). (6) The result is 0 (inactive). The compound is S(=O)(=O)(N1C(Cc2c(C1)cccc2)C(=O)Nc1ccc(OCC)cc1)CC.